Dataset: Choline transporter screen with 302,306 compounds. Task: Binary Classification. Given a drug SMILES string, predict its activity (active/inactive) in a high-throughput screening assay against a specified biological target. (1) The molecule is Clc1c(nc2sccn2c1=O)C. The result is 0 (inactive). (2) The drug is O1c2c(C(C3CCCC=C3)C(=C1N)C#N)c(oc(c2)C)=O. The result is 0 (inactive). (3) The drug is O(C(=O)C1CCCN(C1)C(=O)Cn1nc(n2c(c1=O)cc1c2cccc1OC)C)CC. The result is 0 (inactive). (4) The molecule is S(c1n(nnn1)C1C2CC(C1)C=C2)CC(=O)Nc1ccc(cc1)C(O)=O. The result is 0 (inactive). (5) The result is 0 (inactive). The drug is o1nc(c(c1C)C(=O)N\N=C\c1cc(O)c([N+]([O-])=O)cc1)c1ccccc1.